Dataset: Catalyst prediction with 721,799 reactions and 888 catalyst types from USPTO. Task: Predict which catalyst facilitates the given reaction. (1) Reactant: O=[C:2]1[CH2:7][CH2:6][N:5]([C:8]([O:10][CH2:11][C:12]2[CH:17]=[CH:16][CH:15]=[CH:14][CH:13]=2)=[O:9])[CH2:4][CH2:3]1.[NH:18]([C:20]([O:22][C:23]([CH3:26])([CH3:25])[CH3:24])=[O:21])[NH2:19]. Product: [C:23]([O:22][C:20]([NH:18][N:19]=[C:2]1[CH2:7][CH2:6][N:5]([C:8]([O:10][CH2:11][C:12]2[CH:17]=[CH:16][CH:15]=[CH:14][CH:13]=2)=[O:9])[CH2:4][CH2:3]1)=[O:21])([CH3:26])([CH3:25])[CH3:24]. The catalyst class is: 194. (2) Reactant: [CH3:1][N:2]([CH3:13])[N:3]=[C:4]1[CH2:9][CH2:8][N:7]([N:10]([CH3:12])[CH3:11])[CH2:6][CH2:5]1.C[Si]([C:18]#[N:19])(C)C. Product: [CH3:11][N:10]([CH3:12])[N:7]1[CH2:8][CH2:9][C:4]([NH:3][N:2]([CH3:13])[CH3:1])([C:18]#[N:19])[CH2:5][CH2:6]1. The catalyst class is: 6. (3) The catalyst class is: 1. Product: [CH3:29][O:30][C:31]1[C:38]([O:39][CH3:40])=[CH:37][C:34]([CH:35]([C:21]2[C:22]([O:24][CH3:25])=[N:23][C:18]([O:17][CH3:16])=[N:19][CH:20]=2)[OH:36])=[C:33]([CH:41]([CH3:49])[CH2:42][C:43]2[CH:48]=[CH:47][CH:46]=[CH:45][CH:44]=2)[CH:32]=1. Reactant: CC1(C)CCCC(C)(C)N1.C([Li])CCC.[CH3:16][O:17][C:18]1[N:23]=[C:22]([O:24][CH3:25])[CH:21]=[CH:20][N:19]=1.C(=O)=O.[CH3:29][O:30][C:31]1[C:38]([O:39][CH3:40])=[CH:37][C:34]([CH:35]=[O:36])=[C:33]([CH:41]([CH3:49])[CH2:42][C:43]2[CH:48]=[CH:47][CH:46]=[CH:45][CH:44]=2)[CH:32]=1. (4) Reactant: [Cl:1][C:2]1[CH:11]=[C:10]2[C:5]([C:6]([N:22]3[CH2:27][CH2:26][N:25]([C:28]([NH:30][C:31]4[CH:36]=[CH:35][C:34]([F:37])=[CH:33][CH:32]=4)=[O:29])[CH2:24][CH2:23]3)=[CH:7][C:8]([NH:12][CH2:13][CH2:14][NH:15]C(C(F)(F)F)=O)=[N:9]2)=[CH:4][CH:3]=1.C1COCC1.[OH-].[K+]. Product: [NH2:15][CH2:14][CH2:13][NH:12][C:8]1[CH:7]=[C:6]([N:22]2[CH2:27][CH2:26][N:25]([C:28]([NH:30][C:31]3[CH:36]=[CH:35][C:34]([F:37])=[CH:33][CH:32]=3)=[O:29])[CH2:24][CH2:23]2)[C:5]2[C:10](=[CH:11][C:2]([Cl:1])=[CH:3][CH:4]=2)[N:9]=1. The catalyst class is: 5. (5) Reactant: C1(C(=O)[S:8][CH2:9][CH2:10][NH:11][C:12]2[CH:17]=[C:16]([CH3:18])[CH:15]=[CH:14][N:13]=2)C=CC=CC=1.N.[H-].[Na+].N[CH:24]1C[O:26][C:25]1=[O:28].C(OC([NH:36][C@H:37]1[CH2:40][O:39][C:38]1=[O:41])=O)(C)(C)C.S([O-])(O)(=O)=O.[K+]. Product: [C:25]([OH:28])(=[O:26])[CH3:24].[CH3:18][C:16]1[CH:15]=[CH:14][N:13]=[C:12]([NH:11][CH2:10][CH2:9][S:8][CH2:40][C@@H:37]([C:38]([OH:39])=[O:41])[NH2:36])[CH:17]=1. The catalyst class is: 475.